Dataset: Forward reaction prediction with 1.9M reactions from USPTO patents (1976-2016). Task: Predict the product of the given reaction. (1) Given the reactants [NH:1]1[CH2:6][CH2:5][NH:4][CH2:3][CH2:2]1.CCN(C(C)C)C(C)C.Cl[CH2:17][C:18]1[CH:23]=[CH:22][C:21]([S:24]([CH3:27])(=[O:26])=[O:25])=[CH:20][CH:19]=1, predict the reaction product. The product is: [CH3:27][S:24]([C:21]1[CH:22]=[CH:23][C:18]([CH2:17][N:1]2[CH2:6][CH2:5][NH:4][CH2:3][CH2:2]2)=[CH:19][CH:20]=1)(=[O:25])=[O:26]. (2) Given the reactants CC[O-].[Na+].[C:5]([NH:8][CH:9]([C:15]([O:17][CH2:18][CH3:19])=[O:16])[C:10]([O:12][CH2:13][CH3:14])=[O:11])(=[O:7])[CH3:6].C(N(C(=O)C)[N:24]([C:28]1[CH:33]=[CH:32][C:31]([CH2:34]Br)=[CH:30][CH:29]=1)[C:25](=[O:27])[CH3:26])(=O)C.C(O)(=O)CC(CC(O)=O)(C(O)=O)O, predict the reaction product. The product is: [C:25]([NH:24][C:28]1[CH:33]=[CH:32][C:31]([CH2:34][C:9]([NH:8][C:5](=[O:7])[CH3:6])([C:15]([O:17][CH2:18][CH3:19])=[O:16])[C:10]([O:12][CH2:13][CH3:14])=[O:11])=[CH:30][CH:29]=1)(=[O:27])[CH3:26]. (3) Given the reactants [CH3:1][C:2]1[S:6][C:5]([CH:7]=[O:8])=[CH:4][CH:3]=1.[Br:9]Br.C(=O)([O-])[O-].[Na+].[Na+], predict the reaction product. The product is: [Br:9][C:3]1[CH:4]=[C:5]([CH:7]=[O:8])[S:6][C:2]=1[CH3:1]. (4) Given the reactants C(OC(=O)[NH:7][C@H:8]([C:10](=O)[NH:11][C:12]1[CH:17]=[CH:16][C:15]([F:18])=[CH:14][C:13]=1[NH:19][C:20]1[CH:25]=[CH:24][CH:23]=[CH:22][CH:21]=1)[CH3:9])(C)(C)C.[ClH:28], predict the reaction product. The product is: [ClH:28].[ClH:28].[F:18][C:15]1[CH:16]=[CH:17][C:12]2[N:11]=[C:10]([C@@H:8]([NH2:7])[CH3:9])[N:19]([C:20]3[CH:25]=[CH:24][CH:23]=[CH:22][CH:21]=3)[C:13]=2[CH:14]=1. (5) Given the reactants O[C:2]1[C:7]([CH2:8][CH2:9][CH3:10])=[C:6]([OH:11])[CH:5]=[CH:4][C:3]=1[C:12](=[N:14][OH:15])[CH3:13].C(N(S(F)(F)F)CC)C, predict the reaction product. The product is: [CH3:13][C:12]1[C:3]2[CH:4]=[CH:5][C:6]([OH:11])=[C:7]([CH2:8][CH2:9][CH3:10])[C:2]=2[O:15][N:14]=1. (6) The product is: [ClH:1].[CH3:2][O:3][C:4](=[O:44])[C@@H:5]([NH:25][C:26](=[O:43])[C:27]1[CH:28]=[CH:29][C:30]([C:33]#[C:34][C:35]2[CH:40]=[CH:39][C:38]([CH2:41][NH:42][C:47](=[O:48])[CH2:46][NH:45][C:50]([O:52][C:53]([CH3:55])([CH3:54])[CH3:56])=[O:51])=[CH:37][CH:36]=2)=[CH:31][CH:32]=1)[CH2:6][NH:7][C:8]([O:10][CH2:11][CH:12]1[C:13]2[CH:14]=[CH:15][CH:16]=[CH:17][C:18]=2[C:19]2[C:24]1=[CH:23][CH:22]=[CH:21][CH:20]=2)=[O:9]. Given the reactants [ClH:1].[CH3:2][O:3][C:4](=[O:44])[C@@H:5]([NH:25][C:26](=[O:43])[C:27]1[CH:32]=[CH:31][C:30]([C:33]#[C:34][C:35]2[CH:40]=[CH:39][C:38]([CH2:41][NH2:42])=[CH:37][CH:36]=2)=[CH:29][CH:28]=1)[CH2:6][NH:7][C:8]([O:10][CH2:11][CH:12]1[C:24]2[CH:23]=[CH:22][CH:21]=[CH:20][C:19]=2[C:18]2[C:13]1=[CH:14][CH:15]=[CH:16][CH:17]=2)=[O:9].[NH:45]([C:50]([O:52][C:53]([CH3:56])([CH3:55])[CH3:54])=[O:51])[CH2:46][C:47](O)=[O:48].CN(C(ON1N=NC2C=CC=NC1=2)=[N+](C)C)C.F[P-](F)(F)(F)(F)F.CCN(C(C)C)C(C)C.Cl.O1CCOCC1, predict the reaction product.